Regression. Given a peptide amino acid sequence and an MHC pseudo amino acid sequence, predict their binding affinity value. This is MHC class II binding data. From a dataset of Peptide-MHC class II binding affinity with 134,281 pairs from IEDB. (1) The peptide sequence is CPRYVKQLTKLATGMRNVPE. The MHC is DRB1_0701 with pseudo-sequence DRB1_0701. The binding affinity (normalized) is 0.0503. (2) The peptide sequence is SPLTASKLTYENVKM. The MHC is DRB5_0101 with pseudo-sequence DRB5_0101. The binding affinity (normalized) is 0.418.